This data is from Experimentally validated miRNA-target interactions with 360,000+ pairs, plus equal number of negative samples. The task is: Binary Classification. Given a miRNA mature sequence and a target amino acid sequence, predict their likelihood of interaction. (1) The protein sequence of the target gene is MLASASRERPGYTAGVAAPDLLDPKSAAQNSKPRLSFSSKPTVLASRVESDSAINVMKWKTVSTIFLVVVLYLIIGATVFKALEQPQEISQRTTIVIQKQTFIAQHACVNSTELDELIQQIVAAINAGIIPLGNSSNQVSHWDLGSSFFFAGTVITTIGFGNISPRTEGGKIFCIIYALLGIPLFGFLLAGVGDQLGTIFGKGIAKVEDTFIKWNVSQTKIRIISTIIFILFGCVLFVALPAVIFKHIEGWSALDAIYFVVITLTTIGFGDYVAGGSDIEYLDFYKPVVWFWILVGLAYF.... The miRNA is mmu-miR-320-3p with sequence AAAAGCUGGGUUGAGAGGGCGA. Result: 0 (no interaction). (2) Result: 0 (no interaction). The miRNA is hsa-let-7a-2-3p with sequence CUGUACAGCCUCCUAGCUUUCC. The protein sequence of the target gene is MGDLPLNINIQEPRWDQSTFLGRARHFFTVTDPRNLLLSGEQLEASRNIVQNYRAGVATPGLTEDQLWRAKYVYDSAFHPDTGEKVVLIGRMSAQVPMNMTITGCMLTFYRKTPTVVFWQWVNQSFNAIVNYSNRSGDAPITVQQLGTAYVSATTGAVATALGLKSLTKHLPPLVGRFVPFAAVAAANCINIPLMRQRELQVGIPVTDEAGQRLGHSVTAAKQGIFQVVISRIGMAIPAMAIPPVIMNTLEKKDFLKRRPWLGAPLQVGLVGFCLVFATPLCCALFPQRSSIHVTRLEPE.... (3) The miRNA is hsa-miR-6844 with sequence UUCUUUGUUUUUAAUUCACAG. Result: 1 (interaction). The protein sequence of the target gene is MALLRGVFVVAAKRTPFGAYGGLLKDFTATDLSEFAAKAALSAGKVSPETVDSVIMGNVLQSSSDAIYLARHVGLRVGIPKETPALTINRLCGSGFQSIVNGCQEICVKEAEVVLCGGTESMSQAPYCVRNVRFGTKLGSDIKLEDSLWVSLTDQHVQLPMAMTAENLAVKHKISREECDKYALQSQQRWKAANDAGYFNDEMAPIEVKTKKGKQTMQVDEHARPQTTLEQLQKLPPVFKKDGTVTAGNASGVADGAGAVIIASEDAVKKHNFTPLARIVGYFVSGCDPSIMGIGPVPAI.... (4) The miRNA is mmu-miR-23b-5p with sequence GGGUUCCUGGCAUGCUGAUUU. The protein sequence of the target gene is MGEKVSEAPEPVPRGCSGHGARTLVSSAAAVSSEGASSAESSSGSETLSEEGEPSRFSCRSQPPRPPGGALGTRLPAAWAPARVALERGVPTLPLPHPGGAVLPVPQVSSASQEEQDEELDHILSPPPMPFRKCSNPDVACGLGKSLKYKRQLSEDGKQLRRGSLGGALTGRYLLPNPVAGQAWPASAETSNLVRMRSQALGQSAPSLTASLKELSLPRRGSLCRTSNRKSLIGNGQSPALPRPHSPLSAHAGNSPQDSPRNFSPSASAHFSFARRTDGRRWSLASLPSSGYGTNTPSST.... Result: 0 (no interaction). (5) The miRNA is mmu-miR-143-3p with sequence UGAGAUGAAGCACUGUAGCUC. The protein sequence of the target gene is MKKDVRILLVGEPRVGKTSLIMSLVSEEFPEEVPPRAEEITIPADVTPERVPTHIVDYSEAEQSDEQLHQEISQANVICIVYAVNNKHSIDKVTSRWIPLINERTDKDSRLPLILVGNKSDLVEYSSMETILPIMNQYTEIETCVECSAKNLKNISELFYYAQKAVLHPTGPLYCPEEKEMKPACIKALTRIFKISDQDNDGTLNDAELNFFQRICFNTPLAPQALEDVKNVVRKHISDGVADSGLTLKGFLFLHTLFIQRGRHETTWTVLRRFGYDDDLDLTPEYLFPLLKIPPDCTTE.... Result: 0 (no interaction). (6) Result: 0 (no interaction). The miRNA is mmu-miR-18b-5p with sequence UAAGGUGCAUCUAGUGCUGUUAG. The protein sequence of the target gene is MSGGGTETPVGCEAAPGGGSKKRDSLGTAGSAHLIIKDLGEIHSRLLDHRPVIQGETRYFVKEFEEKRGLREMRVLENLKNMIHETNEHTLPKCRDTMRDSLSQVLQRLQAANDSVCRLQQREQERKKIHSDHLVASEKQHMLQWDNFMKEQPNKRAEVDEEHRKAMERLKEQYAEMEKDLAKFSTF.